This data is from Reaction yield outcomes from USPTO patents with 853,638 reactions. The task is: Predict the reaction yield, written as a fraction of the theoretical maximum amount of product (1.0 means a 100% yield; for example, 0.34 means a 34% yield). The reactants are [C:1]1([CH:7]([C:18]2[CH:23]=[CH:22][CH:21]=[CH:20][CH:19]=2)[N:8]2[CH2:11][CH:10]([S:12][CH2:13][CH2:14][CH2:15][CH2:16][CH3:17])[CH2:9]2)[CH:6]=[CH:5][CH:4]=[CH:3][CH:2]=1.[OH:24]S(O)(=O)=O.OOS([O-])=O.[K+].C([O-])(O)=O.[Na+].[OH2:40]. The catalyst is CO. The product is [C:18]1([CH:7]([C:1]2[CH:2]=[CH:3][CH:4]=[CH:5][CH:6]=2)[N:8]2[CH2:11][CH:10]([S:12]([CH2:13][CH2:14][CH2:15][CH2:16][CH3:17])(=[O:24])=[O:40])[CH2:9]2)[CH:19]=[CH:20][CH:21]=[CH:22][CH:23]=1. The yield is 0.300.